This data is from Full USPTO retrosynthesis dataset with 1.9M reactions from patents (1976-2016). The task is: Predict the reactants needed to synthesize the given product. (1) Given the product [Cl:1][C:2]1[N:3]=[N:4][C:5]([O:15][C:9]2[CH:14]=[CH:13][CH:12]=[CH:11][CH:10]=2)=[CH:6][CH:7]=1, predict the reactants needed to synthesize it. The reactants are: [Cl:1][C:2]1[N:3]=[N:4][C:5](Cl)=[CH:6][CH:7]=1.[C:9]1([OH:15])[CH:14]=[CH:13][CH:12]=[CH:11][CH:10]=1.C(=O)([O-])[O-].[K+].[K+].Cl. (2) Given the product [N:3]1[CH:8]=[CH:7][CH:6]=[CH:5][C:4]=1[NH:9][C:15]([C:12]1[CH:13]=[CH:14][NH:10][N:11]=1)=[O:16], predict the reactants needed to synthesize it. The reactants are: [H-].[Na+].[N:3]1[CH:8]=[CH:7][CH:6]=[CH:5][C:4]=1[NH2:9].[NH:10]1[CH:14]=[CH:13][C:12]([C:15](Cl)=[O:16])=[N:11]1.O. (3) Given the product [Cl:7][C:4]1[S:5][CH:6]=[C:2]([C:13]#[C:12][Si:9]([CH3:11])([CH3:10])[CH3:8])[CH:3]=1, predict the reactants needed to synthesize it. The reactants are: Br[C:2]1[CH:3]=[C:4]([Cl:7])[S:5][CH:6]=1.[CH3:8][Si:9]([C:12]#[CH:13])([CH3:11])[CH3:10].C(NCC)C.CN(C=O)C. (4) Given the product [Br:1][C:2]1[CH:3]=[CH:4][C:5]([CH:8]2[CH2:17][CH2:16][C:11]3([O:15][CH2:14][CH2:13][O:12]3)[CH2:10][CH2:9]2)=[N:6][CH:7]=1, predict the reactants needed to synthesize it. The reactants are: [Br:1][C:2]1[CH:3]=[CH:4][C:5]([C:8]2(C(O)=O)[CH2:17][CH2:16][C:11]3([O:15][CH2:14][CH2:13][O:12]3)[CH2:10][CH2:9]2)=[N:6][CH:7]=1.O. (5) Given the product [F:1][C@H:2]1[CH2:19][C@@:17]2([CH3:18])[C@@H:13]([CH2:14][CH2:15][C:16]2=[O:20])[C@H:12]2[C@H:3]1[C:4]1[CH:5]=[CH:6][C:7]([OH:28])=[CH:8][C:9]=1[CH2:10][C@H:11]2[CH2:21][CH2:22][CH2:23][CH2:24][CH2:25][N:26]([CH3:27])[CH2:35][CH2:34][C:33]([F:38])([F:37])[C:32]([F:40])([F:39])[C:31]([F:42])([F:41])[C:30]([F:44])([F:43])[F:29], predict the reactants needed to synthesize it. The reactants are: [F:1][C@@H:2]1[CH2:19][C@@:17]2([CH3:18])[C@@H:13]([CH2:14][CH2:15][C:16]2=[O:20])[C@H:12]2[C@H:3]1[C:4]1[CH:5]=[CH:6][C:7]([OH:28])=[CH:8][C:9]=1[CH2:10][C@H:11]2[CH2:21][CH2:22][CH2:23][CH2:24][CH2:25][NH:26][CH3:27].[F:29][C:30]([F:44])([F:43])[C:31]([F:42])([F:41])[C:32]([F:40])([F:39])[C:33]([F:38])([F:37])[CH:34](I)[CH3:35]. (6) Given the product [CH3:13][O:12][C:8]1[CH:7]=[C:6]2[C:11]([C:2]([CH3:17])([CH3:1])[CH2:3][C:4](=[O:38])[O:5]2)=[CH:10][CH:9]=1, predict the reactants needed to synthesize it. The reactants are: [CH3:1][C:2]1([CH3:17])[C:11]2[C:6](=[CH:7][C:8]([O:12][CH2:13]C(O)=O)=[CH:9][CH:10]=2)[O:5][CH2:4][CH2:3]1.[Cl-].ClC1N(C)CC[NH+]1C.Cl.NCC1C=CC(NS(C)(=O)=[O:38])=C(F)C=1. (7) Given the product [O:42]1[CH2:43][CH2:44][CH2:45][CH2:46][CH:47]1[O:1][C@@H:2]1[CH2:25][CH2:24][C@@:23]2([CH3:26])[C@H:4]([C@@H:5]([CH2:29][CH3:30])[C:6](=[O:28])[C@@H:7]3[C@@H:22]2[CH2:21][CH2:20][C@@:19]2([CH3:27])[C@H:8]3[CH2:9][CH2:10][C@@H:11]2[C@H:12]([CH3:18])[CH2:13][CH2:14][C:15]([O:17][CH3:31])=[O:16])[CH2:3]1, predict the reactants needed to synthesize it. The reactants are: [OH:1][C@@H:2]1[CH2:25][CH2:24][C@@:23]2([CH3:26])[C@H:4]([C@@H:5]([CH2:29][CH3:30])[C:6](=[O:28])[C@@H:7]3[C@@H:22]2[CH2:21][CH2:20][C@@:19]2([CH3:27])[C@H:8]3[CH2:9][CH2:10][C@@H:11]2[C@H:12]([CH3:18])[CH2:13][CH2:14][C:15]([O-:17])=[O:16])[CH2:3]1.[C:31]1(C)C=CC(S(O)(=O)=O)=CC=1.[O:42]1[CH:47]=[CH:46][CH2:45][CH2:44][CH2:43]1.O. (8) Given the product [O:30]1[C:3]2([CH2:8][CH2:7][N:6]([C:9]3[CH:14]=[CH:13][C:12]([N:15]4[CH2:19][C@H:18]([CH2:20][NH:21][C:22](=[O:24])[CH3:23])[O:17][C:16]4=[O:25])=[CH:11][C:10]=3[F:26])[CH2:5][CH2:4]2)[CH2:2][S:27][CH2:28][CH2:29]1, predict the reactants needed to synthesize it. The reactants are: O1[C:3]2([CH2:8][CH2:7][N:6]([C:9]3[CH:14]=[CH:13][C:12]([N:15]4[CH2:19][C@H:18]([CH2:20][NH:21][C:22](=[O:24])[CH3:23])[O:17][C:16]4=[O:25])=[CH:11][C:10]=3[F:26])[CH2:5][CH2:4]2)[CH2:2]1.[SH:27][CH2:28][CH2:29][OH:30].B(F)(F)F. (9) The reactants are: [CH3:1][C:2]([CH3:9])([CH3:8])[C:3](=O)[CH2:4][C:5]#[N:6].[N+:10]([C:13]1[CH:18]=[CH:17][C:16]([NH:19][NH2:20])=[CH:15][CH:14]=1)([O-:12])=[O:11].C(O)(=O)C. Given the product [C:2]([C:3]1[CH:4]=[C:5]([NH2:6])[N:19]([C:16]2[CH:15]=[CH:14][C:13]([N+:10]([O-:12])=[O:11])=[CH:18][CH:17]=2)[N:20]=1)([CH3:9])([CH3:8])[CH3:1], predict the reactants needed to synthesize it. (10) Given the product [CH:21]1([NH:24][C:3]([C:5]2[C:6](=[O:20])[NH:7][C:8]([C:13]([F:18])([F:19])[C:14]([F:15])([F:16])[F:17])=[C:9]([CH2:11][CH3:12])[CH:10]=2)=[O:4])[CH2:23][CH2:22]1, predict the reactants needed to synthesize it. The reactants are: CO[C:3]([C:5]1[C:6](=[O:20])[NH:7][C:8]([C:13]([F:19])([F:18])[C:14]([F:17])([F:16])[F:15])=[C:9]([CH2:11][CH3:12])[CH:10]=1)=[O:4].[CH:21]1([NH2:24])[CH2:23][CH2:22]1.Cl.